The task is: Predict the reactants needed to synthesize the given product.. This data is from Full USPTO retrosynthesis dataset with 1.9M reactions from patents (1976-2016). Given the product [CH3:36][C:28]([NH:27][C:23](=[O:24])[CH2:22][CH2:21][C:18]1[CH:17]=[CH:16][C:15]([C:12]2[CH:13]=[CH:14][C:9]([CH2:8][CH2:7][N:3]3[CH2:4][CH2:5][CH2:6][C@H:2]3[CH3:1])=[CH:10][CH:11]=2)=[CH:20][CH:19]=1)([CH3:37])[C:29]([O:31][C:32]([CH3:35])([CH3:34])[CH3:33])=[O:30], predict the reactants needed to synthesize it. The reactants are: [CH3:1][C@@H:2]1[CH2:6][CH2:5][CH2:4][N:3]1[CH2:7][CH2:8][C:9]1[CH:14]=[CH:13][C:12]([C:15]2[CH:20]=[CH:19][C:18]([CH2:21][CH2:22][C:23](O)=[O:24])=[CH:17][CH:16]=2)=[CH:11][CH:10]=1.Cl.[NH2:27][C:28]([CH3:37])([CH3:36])[C:29]([O:31][C:32]([CH3:35])([CH3:34])[CH3:33])=[O:30].CN(C(ON1N=NC2C=CC=NC1=2)=[N+](C)C)C.F[P-](F)(F)(F)(F)F.Cl.